From a dataset of Catalyst prediction with 721,799 reactions and 888 catalyst types from USPTO. Predict which catalyst facilitates the given reaction. (1) Reactant: [C:1]([O:5][C:6](=[O:14])[NH:7][C@H:8]([CH2:12][CH3:13])[CH2:9][CH:10]=[O:11])([CH3:4])([CH3:3])[CH3:2].[CH:15]([Mg]Cl)=[CH2:16]. Product: [C:1]([O:5][C:6](=[O:14])[NH:7][C@H:8]([CH2:12][CH3:13])[CH2:9][C@H:10]([OH:11])[CH:15]=[CH2:16])([CH3:4])([CH3:3])[CH3:2]. The catalyst class is: 1. (2) Reactant: CC(C)([O-])C.[K+].[CH2:7]([O:14][CH2:15][CH2:16][O:17][CH2:18][CH2:19][O:20][CH2:21][CH2:22][OH:23])[C:8]1[CH:13]=[CH:12][CH:11]=[CH:10][CH:9]=1.Br[CH2:25][C:26]([O:28][C:29]([CH3:32])([CH3:31])[CH3:30])=[O:27].C(Cl)Cl. Product: [C:8]1([CH2:7][O:14][CH2:15][CH2:16][O:17][CH2:18][CH2:19][O:20][CH2:21][CH2:22][O:23][CH2:25][C:26]([O:28][C:29]([CH3:32])([CH3:31])[CH3:30])=[O:27])[CH:13]=[CH:12][CH:11]=[CH:10][CH:9]=1. The catalyst class is: 107. (3) The catalyst class is: 6. Reactant: C(Cl)Cl.Cl.[CH3:5][S:6][C:7]1[C:15]2[NH:14][C:13]3[CH2:16][CH2:17][NH:18][CH2:19][C:12]=3[C:11]=2[CH:10]=[CH:9][CH:8]=1.C(N(CC)CC)C.[C:27](O[C:27]([O:29][C:30]([CH3:33])([CH3:32])[CH3:31])=[O:28])([O:29][C:30]([CH3:33])([CH3:32])[CH3:31])=[O:28]. Product: [CH3:5][S:6][C:7]1[C:15]2[NH:14][C:13]3[CH2:16][CH2:17][N:18]([C:27]([O:29][C:30]([CH3:33])([CH3:32])[CH3:31])=[O:28])[CH2:19][C:12]=3[C:11]=2[CH:10]=[CH:9][CH:8]=1. (4) Reactant: [C:1]([O:5][C:6]([N:8]1[CH2:13][CH2:12][NH:11][CH2:10][CH2:9]1)=[O:7])([CH3:4])([CH3:3])[CH3:2].[N:14]1[CH:19]=CC=CC=1.C(Cl)(Cl)=[S:21].N. The catalyst class is: 4. Product: [C:1]([O:5][C:6]([N:8]1[CH2:13][CH2:12][N:11]([C:19](=[S:21])[NH2:14])[CH2:10][CH2:9]1)=[O:7])([CH3:4])([CH3:2])[CH3:3]. (5) Product: [CH3:19][N:20]([CH3:29])[C@@H:21]1[CH2:25][CH2:24][N:23]([C:26]([NH:28][C:2]2[CH:7]=[C:6]([O:8][C:9]3[CH:10]=[N:11][C:12]([N+:15]([O-:17])=[O:16])=[CH:13][CH:14]=3)[CH:5]=[CH:4][N:3]=2)=[O:27])[CH2:22]1. Reactant: Cl[C:2]1[CH:7]=[C:6]([O:8][C:9]2[CH:10]=[N:11][C:12]([N+:15]([O-:17])=[O:16])=[CH:13][CH:14]=2)[CH:5]=[CH:4][N:3]=1.Cl.[CH3:19][N:20]([CH3:29])[C@@H:21]1[CH2:25][CH2:24][N:23]([C:26]([NH2:28])=[O:27])[CH2:22]1.C([O-])([O-])=O.[Cs+].[Cs+].CC1(C)C2C(=C(P(C3C=CC=CC=3)C3C=CC=CC=3)C=CC=2)OC2C(P(C3C=CC=CC=3)C3C=CC=CC=3)=CC=CC1=2. The catalyst class is: 62. (6) Reactant: [CH2:1]([O:3][C:4]1[CH:9]=[CH:8][CH:7]=[CH:6][C:5]=1[C:10]1[NH:15][C:14](=[O:16])[C:13]2=[C:17]([CH3:27])[N:18]=[C:19]([CH:20]3[CH2:26][CH2:25][CH2:24][CH2:23][CH2:22][CH2:21]3)[N:12]2[N:11]=1)[CH3:2].[Br:28][CH2:29][C:30](Br)=[O:31].[Cl-].[Cl-].[Cl-].[Al+3]. The catalyst class is: 28. Product: [Br:28][CH2:29][C:30]([C:7]1[CH:8]=[CH:9][C:4]([O:3][CH2:1][CH3:2])=[C:5]([C:10]2[NH:15][C:14](=[O:16])[C:13]3=[C:17]([CH3:27])[N:18]=[C:19]([CH:20]4[CH2:26][CH2:25][CH2:24][CH2:23][CH2:22][CH2:21]4)[N:12]3[N:11]=2)[CH:6]=1)=[O:31]. (7) Reactant: [OH:1][C:2]1[CH:3]=[N:4][C:5]([NH:8][C:9](=[O:15])[CH2:10][CH2:11][CH2:12][CH2:13][CH3:14])=[N:6][CH:7]=1.C1(P(C2C=CC=CC=2)C2C=CC=CC=2)C=CC=CC=1.[CH3:35][S:36][CH2:37][CH2:38]O.CCOC(/N=N/C(OCC)=O)=O. Product: [CH3:35][S:36][CH2:37][CH2:38][O:1][C:2]1[CH:3]=[N:4][C:5]([NH:8][C:9](=[O:15])[CH2:10][CH2:11][CH2:12][CH2:13][CH3:14])=[N:6][CH:7]=1. The catalyst class is: 6. (8) Reactant: [Cl:1][C:2]1[CH:18]=[CH:17][CH:16]=[C:15]([Cl:19])[C:3]=1[C:4]([NH:6][C:7]1[C:8]([C:12]([OH:14])=O)=[N:9][S:10][CH:11]=1)=[O:5].[CH3:20][N:21]1[CH2:26][CH2:25][CH:24]([NH2:27])[CH2:23][CH2:22]1.C(Cl)CCl.C1C=CC2N(O)N=NC=2C=1. Product: [CH3:20][N:21]1[CH2:26][CH2:25][CH:24]([NH:27][C:12]([C:8]2[C:7]([NH:6][C:4](=[O:5])[C:3]3[C:15]([Cl:19])=[CH:16][CH:17]=[CH:18][C:2]=3[Cl:1])=[CH:11][S:10][N:9]=2)=[O:14])[CH2:23][CH2:22]1. The catalyst class is: 3. (9) Reactant: [Na].[OH:2][C:3]1[C:4]([C:17](=[O:19])[CH3:18])=[CH:5][C:6]2[C:7]([CH3:16])([CH3:15])[CH2:8][CH2:9][C:10]([CH3:14])([CH3:13])[C:11]=2[CH:12]=1.[CH:20]([O-])=[O:21]. Product: [OH:21][CH:20]1[CH2:18][C:17](=[O:19])[C:4]2[C:3](=[CH:12][C:11]3[C:10]([CH3:13])([CH3:14])[CH2:9][CH2:8][C:7]([CH3:16])([CH3:15])[C:6]=3[CH:5]=2)[O:2]1. The catalyst class is: 33. (10) Product: [CH:31]1[CH:32]=[CH:33][C:28]2[N:27]([OH:26])[N:35]=[N:34][C:29]=2[CH:30]=1. The catalyst class is: 49. Reactant: C(OC(N1CCC(C(O)=O)CC1)=O)(C)(C)C.[Li+].[Cl-].CN(C([O:26][N:27]1[N:35]=[N:34][C:29]2[CH:30]=[CH:31][CH:32]=[CH:33][C:28]1=2)=[N+](C)C)C.[B-](F)(F)(F)F.C1(CS(N)(=O)=O)C=CC=CC=1.Cl.